This data is from Peptide-MHC class I binding affinity with 185,985 pairs from IEDB/IMGT. The task is: Regression. Given a peptide amino acid sequence and an MHC pseudo amino acid sequence, predict their binding affinity value. This is MHC class I binding data. (1) The peptide sequence is LTFNFTPKI. The MHC is HLA-A02:01 with pseudo-sequence HLA-A02:01. The binding affinity (normalized) is 0.489. (2) The peptide sequence is EYKKFIATF. The MHC is HLA-B15:09 with pseudo-sequence HLA-B15:09. The binding affinity (normalized) is 0.0847. (3) The peptide sequence is YSLEYFQFVKK. The MHC is HLA-B37:01 with pseudo-sequence HLA-B37:01. The binding affinity (normalized) is 0.0847. (4) The peptide sequence is VDVCGMFTNR. The MHC is HLA-A26:01 with pseudo-sequence HLA-A26:01. The binding affinity (normalized) is 0.